From a dataset of Forward reaction prediction with 1.9M reactions from USPTO patents (1976-2016). Predict the product of the given reaction. (1) Given the reactants C[O:2][C:3]([C:5]1[CH:10]=[CH:9][C:8]([N:11]=[C:12]2[N:16]([CH2:17][CH:18]([CH3:20])[CH3:19])[C@@H:15]([CH2:21][CH:22]([CH3:24])[CH3:23])[CH2:14][S:13]2)=[C:7]([CH3:25])[CH:6]=1)=[O:4].[Li+].[OH-], predict the reaction product. The product is: [C:3]([C:5]1[CH:10]=[CH:9][C:8]([N:11]=[C:12]2[N:16]([CH2:17][CH:18]([CH3:20])[CH3:19])[C@@H:15]([CH2:21][CH:22]([CH3:24])[CH3:23])[CH2:14][S:13]2)=[C:7]([CH3:25])[CH:6]=1)([OH:4])=[O:2]. (2) Given the reactants [NH2:1][C:2](=[O:38])[C@@H:3]([NH:8][C:9](=[O:37])[C@@H:10]([NH:15][C:16]([N:18]1[C:26]2[CH2:25][CH2:24][N:23]([CH3:27])[CH2:22][C:21]=2[C:20]([C:28]2[CH:33]=[C:32]([F:34])[C:31]([F:35])=[CH:30][C:29]=2[F:36])=[N:19]1)=[O:17])[C:11]([CH3:14])([CH3:13])[CH3:12])[CH2:4][CH:5]([CH3:7])C.[CH3:39]NC([C@@H]1CCCN1)=O, predict the reaction product. The product is: [CH3:14][C:11]([CH3:12])([CH3:13])[C@H:10]([NH:15][C:16]([N:18]1[C:26]2[CH2:25][CH2:24][N:23]([CH3:27])[CH2:22][C:21]=2[C:20]([C:28]2[CH:33]=[C:32]([F:34])[C:31]([F:35])=[CH:30][C:29]=2[F:36])=[N:19]1)=[O:17])[C:9]([N:8]1[CH2:7][CH2:5][CH2:4][C@H:3]1[C:2](=[O:38])[NH:1][CH3:39])=[O:37]. (3) Given the reactants [Cl:1][C:2]1[CH:7]=[CH:6][C:5]([N:8]2[C:17](=[O:18])[C:16]3[C:11](=[CH:12][CH:13]=[CH:14][CH:15]=3)[N:10]=[C:9]2[C:19]2[CH:20]=[N:21][C:22](Cl)=[CH:23][CH:24]=2)=[CH:4][CH:3]=1.[CH3:26]B1OB(C)OB(C)O1.C([O-])([O-])=O.[K+].[K+], predict the reaction product. The product is: [Cl:1][C:2]1[CH:3]=[CH:4][C:5]([N:8]2[C:17](=[O:18])[C:16]3[C:11](=[CH:12][CH:13]=[CH:14][CH:15]=3)[N:10]=[C:9]2[C:19]2[CH:20]=[N:21][C:22]([CH3:26])=[CH:23][CH:24]=2)=[CH:6][CH:7]=1. (4) Given the reactants [S:1](Cl)([C:4]1[CH:10]=[CH:9][C:7]([CH3:8])=[CH:6][CH:5]=1)(=[O:3])=[O:2].[OH:12][CH2:13][C:14]1([C:17]#[N:18])[CH2:16][CH2:15]1.CCN(CC)CC, predict the reaction product. The product is: [CH3:8][C:7]1[CH:9]=[CH:10][C:4]([S:1]([O:12][CH2:13][C:14]2([C:17]#[N:18])[CH2:16][CH2:15]2)(=[O:3])=[O:2])=[CH:5][CH:6]=1. (5) The product is: [Cl:1][C:2]1[S:6][C:5]([C:19]2[CH:18]=[CH:17][C:16]([CH2:15][N:10]3[CH:14]=[CH:13][N:12]=[CH:11]3)=[CH:21][N:20]=2)=[CH:4][CH:3]=1. Given the reactants [Cl:1][C:2]1[S:6][C:5](B(O)O)=[CH:4][CH:3]=1.[N:10]1([CH2:15][C:16]2[CH:17]=[CH:18][C:19](Br)=[N:20][CH:21]=2)[CH:14]=[CH:13][N:12]=[CH:11]1, predict the reaction product.